Predict the reactants needed to synthesize the given product. From a dataset of Full USPTO retrosynthesis dataset with 1.9M reactions from patents (1976-2016). (1) Given the product [C:26]1([NH:25][C:3]2[N:8]=[CH:7][C:6]([C:9]([O:11][CH2:12][CH3:13])=[O:10])=[CH:5][N:4]=2)[CH:31]=[CH:30][CH:29]=[CH:28][CH:27]=1, predict the reactants needed to synthesize it. The reactants are: CS[C:3]1[N:8]=[CH:7][C:6]([C:9]([O:11][CH2:12][CH3:13])=[O:10])=[CH:5][N:4]=1.ClC1C=CC=C(C(OO)=O)C=1.[NH2:25][C:26]1[CH:31]=[CH:30][CH:29]=[CH:28][CH:27]=1. (2) The reactants are: [S:1]1[C:5]([C:6]([OH:8])=O)=[CH:4][C:3]2[CH:9]=[CH:10][CH:11]=[CH:12][C:2]1=2.[NH2:13][C:14]1[CH:15]=[CH:16][C:17]([N:22]2[CH2:27][CH2:26][CH2:25][CH2:24][CH2:23]2)=[C:18]([CH:21]=1)[C:19]#[N:20]. Given the product [C:19]([C:18]1[CH:21]=[C:14]([NH:13][C:6]([C:5]2[S:1][C:2]3[CH:12]=[CH:11][CH:10]=[CH:9][C:3]=3[CH:4]=2)=[O:8])[CH:15]=[CH:16][C:17]=1[N:22]1[CH2:27][CH2:26][CH2:25][CH2:24][CH2:23]1)#[N:20], predict the reactants needed to synthesize it.